The task is: Predict which catalyst facilitates the given reaction.. This data is from Catalyst prediction with 721,799 reactions and 888 catalyst types from USPTO. (1) Reactant: [C:1]([O:4][C@H:5]1[CH2:22][C@@H:21]([O:23][C:24](=[O:26])[CH3:25])[C@@:20]2([CH3:27])[C:7](=[CH:8][C:9](=[N:28][OH:29])[C@@H:10]3[C@@H:19]2[CH2:18][CH2:17][C@@:15]2([CH3:16])[C@H:11]3[CH2:12][CH2:13][CH2:14]2)[CH2:6]1)(=[O:3])[CH3:2].C(=O)([O-])[O-].[K+].[K+].Br[CH2:37][CH2:38][CH2:39][Cl:40].O. Product: [C:1]([O:4][C@H:5]1[CH2:22][C@@H:21]([O:23][C:24](=[O:26])[CH3:25])[C@@:20]2([CH3:27])[C:7](=[CH:8][C:9](=[N:28][O:29][CH2:37][CH2:38][CH2:39][Cl:40])[C@@H:10]3[C@@H:19]2[CH2:18][CH2:17][C@@:15]2([CH3:16])[C@H:11]3[CH2:12][CH2:13][CH2:14]2)[CH2:6]1)(=[O:3])[CH3:2]. The catalyst class is: 573. (2) Reactant: Br[C:2]1[CH:3]=[C:4]([C:10]2[CH:15]=[CH:14][C:13]([Cl:16])=[CH:12][CH:11]=2)[CH:5]=[CH:6][C:7]=1[CH2:8][CH3:9].[Mg].II.[O:20]1[CH:24]=[CH:23][CH:22]=[C:21]1[CH:25]=[O:26]. Product: [Cl:16][C:13]1[CH:14]=[CH:15][C:10]([C:4]2[CH:5]=[CH:6][C:7]([CH2:8][CH3:9])=[C:2]([CH:25]([C:21]3[O:20][CH:24]=[CH:23][CH:22]=3)[OH:26])[CH:3]=2)=[CH:11][CH:12]=1. The catalyst class is: 7. (3) Reactant: Br[C:2]1[CH:11]=[CH:10][C:5]2[NH:6][C:7](=[O:9])[O:8][C:4]=2[CH:3]=1.C([Li])CCC.C([Li])(CC)C.[O:22]1CCC[CH2:23]1. Product: [O:9]=[C:7]1[NH:6][C:5]2[CH:10]=[CH:11][C:2]([CH:23]=[O:22])=[CH:3][C:4]=2[O:8]1. The catalyst class is: 9. (4) Reactant: [CH2:1]([O:3][C:4](=[O:20])[C:5]1[CH:10]=[CH:9][C:8]([O:11][C:12]2[CH:17]=[CH:16][CH:15]=[CH:14][N:13]=2)=[CH:7][C:6]=1[CH2:18]Br)[CH3:2].[NH:21]([S:27]([C:30]1[CH:36]=[CH:35][C:33]([CH3:34])=[CH:32][CH:31]=1)(=[O:29])=[O:28])[CH2:22][C:23]([O:25][CH3:26])=[O:24].C(=O)([O-])[O-].[K+].[K+]. The catalyst class is: 31. Product: [CH2:1]([O:3][C:4](=[O:20])[C:5]1[CH:10]=[CH:9][C:8]([O:11][C:12]2[CH:17]=[CH:16][CH:15]=[CH:14][N:13]=2)=[CH:7][C:6]=1[CH2:18][N:21]([CH2:22][C:23]([O:25][CH3:26])=[O:24])[S:27]([C:30]1[CH:31]=[CH:32][C:33]([CH3:34])=[CH:35][CH:36]=1)(=[O:29])=[O:28])[CH3:2]. (5) Reactant: [N+:1]([C:4]1[CH:9]=[CH:8][CH:7]=[CH:6][C:5]=1[S:10]([NH:13][C:14]1[CH:23]=[CH:22][CH:21]=[C:20]2[C:15]=1[N:16]=[CH:17][CH:18]=[N:19]2)(=[O:12])=[O:11])([O-])=O. Product: [NH2:1][C:4]1[CH:9]=[CH:8][CH:7]=[CH:6][C:5]=1[S:10]([NH:13][C:14]1[CH:23]=[CH:22][CH:21]=[C:20]2[C:15]=1[N:16]=[CH:17][CH:18]=[N:19]2)(=[O:12])=[O:11]. The catalyst class is: 409. (6) Reactant: [CH3:13][C:12]([O:11][C:9](O[C:9]([O:11][C:12]([CH3:15])([CH3:14])[CH3:13])=[O:10])=[O:10])([CH3:15])[CH3:14].[NH2:16][CH2:17][CH2:18][O:19][CH2:20][CH2:21][OH:22].CCN(CC)CC. Product: [OH:22][CH2:21][CH2:20][O:19][CH2:18][CH2:17][NH:16][C:9](=[O:10])[O:11][C:12]([CH3:13])([CH3:14])[CH3:15]. The catalyst class is: 4.